Dataset: Catalyst prediction with 721,799 reactions and 888 catalyst types from USPTO. Task: Predict which catalyst facilitates the given reaction. Reactant: [CH3:1][O:2][C:3]1[CH:4]=[C:5]([CH:10]([NH2:12])[CH3:11])[CH:6]=[CH:7][C:8]=1[OH:9].Cl.COC1C=C(C(N)C)C=CC=1O.[CH:26]1[N:31]=[C:30](Cl)[C:29]2[N:33]=[CH:34][N:35]([C@@H:36]3[O:40][C@H:39]([CH2:41][OH:42])[C@@H:38]([OH:43])[C@H:37]3[OH:44])[C:28]=2[N:27]=1.C(N(CC)CC)C. The catalyst class is: 259. Product: [CH3:1][O:2][C:3]1[CH:4]=[C:5]([CH:10]([NH:12][C:30]2[C:29]3[N:33]=[CH:34][N:35]([C:28]=3[N:27]=[CH:26][N:31]=2)[C@@H:36]2[O:40][C@H:39]([CH2:41][OH:42])[C@@H:38]([OH:43])[C@H:37]2[OH:44])[CH3:11])[CH:6]=[CH:7][C:8]=1[OH:9].